Task: Predict the product of the given reaction.. Dataset: Forward reaction prediction with 1.9M reactions from USPTO patents (1976-2016) (1) Given the reactants [Cl:1][C:2]1[N:11]=[C:10]([NH:12][CH2:13][C@H:14]2[O:19][CH2:18][CH2:17][N:16]([C:20]([O:22]C(C)(C)C)=O)[CH2:15]2)[C:9]2[C:4](=[N:5][CH:6]=[CH:7][N:8]=2)[CH:3]=1.[F:27][CH:28]([F:32])C(O)=O.CN(C(ON1N=NC2C=CC=NC1=2)=[N+](C)C)C.F[P-](F)(F)(F)(F)F.CCN(C(C)C)C(C)C, predict the reaction product. The product is: [Cl:1][C:2]1[N:11]=[C:10]([NH:12][CH2:13][C@@H:14]2[CH2:15][N:16]([C:20](=[O:22])[CH:28]([F:32])[F:27])[CH2:17][CH2:18][O:19]2)[C:9]2[C:4](=[N:5][CH:6]=[CH:7][N:8]=2)[CH:3]=1. (2) Given the reactants [CH3:1][O:2][C:3]1[CH:4]=[C:5]([CH:9]=[CH:10][CH:11]=1)[C:6]([OH:8])=O.Cl.[CH3:13][NH:14][O:15][CH3:16].Cl.C(N=C=NCCCN(C)C)C.C(=O)([O-])O.[Na+], predict the reaction product. The product is: [CH3:1][O:2][C:3]1[CH:4]=[C:5]([CH:9]=[CH:10][CH:11]=1)[C:6]([N:14]([O:15][CH3:16])[CH3:13])=[O:8]. (3) Given the reactants [F:1][C:2]1([F:15])[O:6][C:5]2[CH:7]=[CH:8][C:9]([NH:11][CH2:12][C:13]#[CH:14])=[CH:10][C:4]=2[O:3]1.[C:16]([N:19]=[C:20]=[S:21])(=[O:18])[CH3:17], predict the reaction product. The product is: [F:15][C:2]1([F:1])[O:6][C:5]2[CH:7]=[CH:8][C:9]([N:11]3[CH2:12][C:13](=[CH2:14])[S:21]/[C:20]/3=[N:19]\[C:16](=[O:18])[CH3:17])=[CH:10][C:4]=2[O:3]1.